From a dataset of Full USPTO retrosynthesis dataset with 1.9M reactions from patents (1976-2016). Predict the reactants needed to synthesize the given product. (1) Given the product [N:1]1([CH2:8][CH2:9][N:10]2[CH2:11][CH2:12][CH:13]([NH:16][C:17]([C:19]3[NH:20][C:21]4[C:26]([CH:27]=3)=[C:25]([C:28]3[CH:29]=[CH:30][N:34]=[CH:32][CH:33]=3)[CH:24]=[CH:23][CH:22]=4)=[O:18])[CH2:14][CH2:15]2)[CH2:7][CH2:6][CH2:5][CH2:4][CH2:3][CH2:2]1, predict the reactants needed to synthesize it. The reactants are: [N:1]1([CH2:8][CH2:9][N:10]2[CH2:15][CH2:14][CH:13]([NH:16][C:17]([C:19]3[NH:20][C:21]4[C:26]([CH:27]=3)=[C:25]([C:28]3[CH:33]=[CH:32]C=[CH:30][CH:29]=3)[CH:24]=[CH:23][CH:22]=4)=[O:18])[CH2:12][CH2:11]2)[CH2:7][CH2:6][CH2:5][CH2:4][CH2:3][CH2:2]1.[N:34]1C=CC(B(O)O)=CC=1. (2) The reactants are: O.O.Cl.Cl.[NH2:5][N:6]=[CH:7][NH:8][O:9][CH2:10][CH2:11][NH:12][C:13](=[O:34])[CH2:14][N:15]1[C:20]([CH3:21])=[CH:19][N:18]=[C:17]([NH:22][CH2:23][C:24]([F:32])([F:31])[C:25]2[CH:30]=[CH:29][CH:28]=[CH:27][CH:26]=2)[C:16]1=[O:33].[OH-].[Na+].O.[Cl-].[Na+]. Given the product [NH2:5][N:6]=[CH:7][NH:8][O:9][CH2:10][CH2:11][NH:12][C:13](=[O:34])[CH2:14][N:15]1[C:20]([CH3:21])=[CH:19][N:18]=[C:17]([NH:22][CH2:23][C:24]([F:32])([F:31])[C:25]2[CH:30]=[CH:29][CH:28]=[CH:27][CH:26]=2)[C:16]1=[O:33], predict the reactants needed to synthesize it.